This data is from Full USPTO retrosynthesis dataset with 1.9M reactions from patents (1976-2016). The task is: Predict the reactants needed to synthesize the given product. (1) Given the product [NH2:17][C:11]1[N:10]=[C:9]([NH:18][C@H:19]([CH3:23])[CH2:20][CH2:21][CH3:22])[N:8]=[C:7]2[C:12]=1[NH:13][C:14](=[O:15])[N:6]2[CH2:5][CH2:4][CH2:3][CH2:2][N:30]1[CH2:31][CH2:32][N:27]([CH:25]([CH3:26])[CH3:24])[CH2:28][CH2:29]1, predict the reactants needed to synthesize it. The reactants are: Cl[CH2:2][CH2:3][CH2:4][CH2:5][N:6]1[C:14]([O:15]C)=[N:13][C:12]2[C:7]1=[N:8][C:9]([NH:18][C@H:19]([CH3:23])[CH2:20][CH2:21][CH3:22])=[N:10][C:11]=2[NH2:17].[CH3:24][CH:25]([N:27]1[CH2:32][CH2:31][NH:30][CH2:29][CH2:28]1)[CH3:26]. (2) Given the product [F:1][C:2]1[CH:3]=[C:4]([C:8]2[N:13]=[C:12]3[NH:14][N:15]=[CH:16][C:11]3=[CH:10][C:9]=2[C:18]2[CH:23]=[CH:22][N:21]=[CH:20][N:19]=2)[CH:5]=[CH:6][CH:7]=1, predict the reactants needed to synthesize it. The reactants are: [F:1][C:2]1[CH:3]=[C:4]([C:8]2[N:13]=[C:12]3[NH:14][N:15]=[C:16](N)[C:11]3=[CH:10][C:9]=2[C:18]2[CH:23]=[CH:22][N:21]=[CH:20][N:19]=2)[CH:5]=[CH:6][CH:7]=1.Cl.N([O-])=O.[Na+].[PH2](O)=O.[OH-].[Na+]. (3) Given the product [CH2:1]([N:8]1[C@@H:13]([CH3:14])[CH2:12][CH:11]([N:15]([CH2:32][CH3:33])[C:16]2[C:17]([CH3:30])=[C:18]([CH:23]=[C:24]([C:26]([F:29])([F:27])[F:28])[CH:25]=2)[C:19]([O:21][CH3:22])=[O:20])[CH2:10][C@H:9]1[CH3:31])[C:2]1[CH:7]=[CH:6][CH:5]=[CH:4][CH:3]=1, predict the reactants needed to synthesize it. The reactants are: [CH2:1]([N:8]1[C@@H:13]([CH3:14])[CH2:12][CH:11]([NH:15][C:16]2[C:17]([CH3:30])=[C:18]([CH:23]=[C:24]([C:26]([F:29])([F:28])[F:27])[CH:25]=2)[C:19]([O:21][CH3:22])=[O:20])[CH2:10][C@H:9]1[CH3:31])[C:2]1[CH:7]=[CH:6][CH:5]=[CH:4][CH:3]=1.[CH:32](=O)[CH3:33].C(O[BH-](OC(=O)C)OC(=O)C)(=O)C.[Na+]. (4) Given the product [CH2:1]([C:5]1[N:6]=[C:7]([CH3:27])[N:8]([C:35]2[CH:36]=[CH:37][C:32]([O:31][CH:28]([CH3:30])[CH3:29])=[CH:33][CH:34]=2)[C:9](=[O:26])[C:10]=1[CH2:11][C:12]1[CH:17]=[CH:16][C:15]([C:18]2[CH:23]=[CH:22][CH:21]=[CH:20][C:19]=2[C:24]2[NH:43][C:54](=[O:56])[O:57][N:25]=2)=[CH:14][CH:13]=1)[CH2:2][CH2:3][CH3:4], predict the reactants needed to synthesize it. The reactants are: [CH2:1]([C:5]1[N:6]=[C:7]([CH3:27])[NH:8][C:9](=[O:26])[C:10]=1[CH2:11][C:12]1[CH:17]=[CH:16][C:15]([C:18]2[C:19]([C:24]#[N:25])=[CH:20][CH:21]=[CH:22][CH:23]=2)=[CH:14][CH:13]=1)[CH2:2][CH2:3][CH3:4].[CH:28]([O:31][C:32]1[CH:37]=[CH:36][C:35](B(O)O)=[CH:34][CH:33]=1)([CH3:30])[CH3:29].C([N:43](CC)CC)C.N1C=CC=CC=1.[C:54]([O:57]CC)(=[O:56])C. (5) The reactants are: C[Si](C)(C)N[Si](C)(C)C.[Li].[CH3:11][C:12]1[N:13]=[C:14]([NH:17][C:18](=[O:41])[CH2:19][C:20]2[CH:25]=[CH:24][C:23]([O:26][C:27]3[C:36]4[C:31](=[CH:32][C:33]([O:39][CH3:40])=[C:34]([O:37][CH3:38])[CH:35]=4)[N:30]=[CH:29][CH:28]=3)=[CH:22][CH:21]=2)[S:15][CH:16]=1.S(OC)(O[CH3:46])(=O)=O. Given the product [CH3:46][N:17]([C:14]1[S:15][CH:16]=[C:12]([CH3:11])[N:13]=1)[C:18](=[O:41])[CH2:19][C:20]1[CH:25]=[CH:24][C:23]([O:26][C:27]2[C:36]3[C:31](=[CH:32][C:33]([O:39][CH3:40])=[C:34]([O:37][CH3:38])[CH:35]=3)[N:30]=[CH:29][CH:28]=2)=[CH:22][CH:21]=1, predict the reactants needed to synthesize it.